Dataset: Forward reaction prediction with 1.9M reactions from USPTO patents (1976-2016). Task: Predict the product of the given reaction. (1) Given the reactants [CH3:1][C:2]1[CH:3]=[CH:4][C:5]([N:8]2[CH2:13][CH2:12][CH:11]([NH:14]C(=O)OC(C)(C)C)[CH2:10][CH2:9]2)=[N:6][CH:7]=1.C1COCC1.CO.[ClH:29], predict the reaction product. The product is: [ClH:29].[ClH:29].[CH3:1][C:2]1[CH:3]=[CH:4][C:5]([N:8]2[CH2:13][CH2:12][CH:11]([NH2:14])[CH2:10][CH2:9]2)=[N:6][CH:7]=1. (2) Given the reactants CCN(C(C)C)C(C)C.[C:10]([O:14][C:15]([CH:17]1[CH2:22][CH2:21][N:20]([C:23]2[C:31]([C:32]#[N:33])=[CH:30][C:26]([C:27]([OH:29])=O)=[C:25]([O:34][CH3:35])[N:24]=2)[CH2:19][CH2:18]1)=[O:16])([CH3:13])([CH3:12])[CH3:11].Cl.[CH3:37][NH:38][O:39][CH3:40].C1CN([P+](Br)(N2CCCC2)N2CCCC2)CC1.F[P-](F)(F)(F)(F)F, predict the reaction product. The product is: [C:32]([C:31]1[C:23]([N:20]2[CH2:21][CH2:22][CH:17]([C:15]([O:14][C:10]([CH3:13])([CH3:12])[CH3:11])=[O:16])[CH2:18][CH2:19]2)=[N:24][C:25]([O:34][CH3:35])=[C:26]([C:27](=[O:29])[N:38]([O:39][CH3:40])[CH3:37])[CH:30]=1)#[N:33]. (3) The product is: [C:12]([OH:14])(=[O:13])[C:5]1[CH:4]=[CH:3][CH:2]=[N:1][CH:6]=1. Given the reactants [N:1]1[CH:6]=[CH:5][CH:4]=[CH:3][C:2]=1C(S)C.IC[C:12]([OH:14])=[O:13].C1(N=C=NC2CCCCC2)CCCCC1, predict the reaction product. (4) Given the reactants [CH2:1]([C@H:8]1[N:13]([C:14](=[O:36])[CH2:15][CH2:16][C:17]2[CH:22]=[CH:21][CH:20]=[CH:19][C:18]=2[O:23][C:24]2[CH:29]=[CH:28][CH:27]=[CH:26][C:25]=2/[CH:30]=[CH:31]/[C:32]([O:34][CH3:35])=[O:33])[CH2:12][CH2:11][N:10]([C:37]([O:39][C:40]([CH3:43])([CH3:42])[CH3:41])=[O:38])[CH2:9]1)[C:2]1[CH:7]=[CH:6][CH:5]=[CH:4][CH:3]=1, predict the reaction product. The product is: [CH2:1]([C@H:8]1[N:13]([C:14](=[O:36])[CH2:15][CH2:16][C:17]2[CH:22]=[CH:21][CH:20]=[CH:19][C:18]=2[O:23][C:24]2[CH:29]=[CH:28][CH:27]=[CH:26][C:25]=2[CH2:30][CH2:31][C:32]([O:34][CH3:35])=[O:33])[CH2:12][CH2:11][N:10]([C:37]([O:39][C:40]([CH3:43])([CH3:42])[CH3:41])=[O:38])[CH2:9]1)[C:2]1[CH:7]=[CH:6][CH:5]=[CH:4][CH:3]=1. (5) Given the reactants [C:1]([C:5]1[CH:26]=[CH:25][C:8]([C:9]([NH:11][NH:12][C:13]([C:15]2[CH:16]=[C:17]([CH:22]=[CH:23][CH:24]=2)[C:18]([O:20][CH3:21])=[O:19])=O)=[O:10])=[CH:7][CH:6]=1)([CH3:4])([CH3:3])[CH3:2].CC(C)=O.O, predict the reaction product. The product is: [C:1]([C:5]1[CH:26]=[CH:25][C:8]([C:9]2[O:10][C:13]([C:15]3[CH:16]=[C:17]([CH:22]=[CH:23][CH:24]=3)[C:18]([O:20][CH3:21])=[O:19])=[N:12][N:11]=2)=[CH:7][CH:6]=1)([CH3:3])([CH3:2])[CH3:4].